From a dataset of NCI-60 drug combinations with 297,098 pairs across 59 cell lines. Regression. Given two drug SMILES strings and cell line genomic features, predict the synergy score measuring deviation from expected non-interaction effect. (1) Drug 1: C1CCC(CC1)NC(=O)N(CCCl)N=O. Drug 2: CCC1=C2CN3C(=CC4=C(C3=O)COC(=O)C4(CC)O)C2=NC5=C1C=C(C=C5)O. Cell line: HT29. Synergy scores: CSS=27.1, Synergy_ZIP=-6.07, Synergy_Bliss=2.54, Synergy_Loewe=-4.40, Synergy_HSA=2.39. (2) Drug 1: CC1=C(C=C(C=C1)NC(=O)C2=CC=C(C=C2)CN3CCN(CC3)C)NC4=NC=CC(=N4)C5=CN=CC=C5. Drug 2: C1=CC=C(C=C1)NC(=O)CCCCCCC(=O)NO. Cell line: SN12C. Synergy scores: CSS=0.883, Synergy_ZIP=-1.41, Synergy_Bliss=0.574, Synergy_Loewe=-14.7, Synergy_HSA=-5.96.